This data is from Reaction yield outcomes from USPTO patents with 853,638 reactions. The task is: Predict the reaction yield, written as a fraction of the theoretical maximum amount of product (1.0 means a 100% yield; for example, 0.34 means a 34% yield). (1) The reactants are [F:1][C:2]1[CH:14]=[CH:13][C:5]([C:6]([CH2:8][C:9]([O:11][CH3:12])=[O:10])=[O:7])=[CH:4][CH:3]=1.[C:15](#[N:19])[CH:16]([CH3:18])[CH3:17].[Sn](Cl)(Cl)(Cl)Cl.O. The catalyst is C1(C)C=CC=CC=1.C(OCC)(=O)C. The product is [NH2:19][C:15]([CH:16]([CH3:18])[CH3:17])=[C:8]([C:6]([C:5]1[CH:4]=[CH:3][C:2]([F:1])=[CH:14][CH:13]=1)=[O:7])[C:9]([O:11][CH3:12])=[O:10]. The yield is 0.590. (2) The yield is 0.400. The catalyst is CN(C=O)C.C(OCC)(=O)C.C([O-])(=O)C.[Pd+2].C([O-])(=O)C.C(O)(=O)C. The reactants are [Br:1][C:2]1[CH:3]=[CH:4][C:5]2[O:14][CH2:13][CH2:12][N:11]3[C:7](=[N:8][C:9](I)=[CH:10]3)[C:6]=2[CH:16]=1.Cl.[CH3:18][O:19][CH2:20][C:21]([NH2:23])=[NH:22].[CH3:24][C:25]1([CH3:65])C2C(=C(P(C3C=CC=CC=3)C3C=CC=CC=3)C=CC=2)OC2C(P(C3C=CC=CC=3)C3C=CC=CC=3)=CC=CC1=2.Cl.[CH:67]([NH:70]N)(C)C. The product is [Br:1][C:2]1[CH:3]=[CH:4][C:5]2[O:14][CH2:13][CH2:12][N:11]3[C:7](=[N:8][C:9]([C:67]4[N:70]([CH:25]([CH3:65])[CH3:24])[N:22]=[C:21]([CH2:20][O:19][CH3:18])[N:23]=4)=[CH:10]3)[C:6]=2[CH:16]=1. (3) The reactants are Cl[C:2]1[CH:11]=[C:10]([C:12]([NH:14][C:15]2[C:24]([CH3:25])=[CH:23][C:18]([C:19]([O:21][CH3:22])=[O:20])=[CH:17][C:16]=2[CH3:26])=[O:13])[C:9]2[C:4](=[CH:5][CH:6]=[CH:7][CH:8]=2)[N:3]=1.[C:27]([Si:31]([CH3:40])([CH3:39])[O:32][CH:33]1[CH2:38][CH2:37][NH:36][CH2:35][CH2:34]1)([CH3:30])([CH3:29])[CH3:28].C([O-])([O-])=O.[Cs+].[Cs+].COC1C=CC=C(OC)C=1C1C=CC=CC=1P(C1CCCCC1)C1CCCCC1. The catalyst is O1CCOCC1.C1C=CC(/C=C/C(/C=C/C2C=CC=CC=2)=O)=CC=1.C1C=CC(/C=C/C(/C=C/C2C=CC=CC=2)=O)=CC=1.C1C=CC(/C=C/C(/C=C/C2C=CC=CC=2)=O)=CC=1.[Pd].[Pd]. The product is [Si:31]([O:32][CH:33]1[CH2:34][CH2:35][N:36]([C:2]2[CH:11]=[C:10]([C:12]([NH:14][C:15]3[C:24]([CH3:25])=[CH:23][C:18]([C:19]([O:21][CH3:22])=[O:20])=[CH:17][C:16]=3[CH3:26])=[O:13])[C:9]3[C:4](=[CH:5][CH:6]=[CH:7][CH:8]=3)[N:3]=2)[CH2:37][CH2:38]1)([C:27]([CH3:30])([CH3:29])[CH3:28])([CH3:40])[CH3:39]. The yield is 0.280. (4) The reactants are [Br:1][C:2]1[C:3]([Cl:13])=[CH:4][C:5]([F:12])=[C:6]([S:8](Cl)(=[O:10])=[O:9])[CH:7]=1.N1C=CC=CC=1.[CH3:20][NH:21][C:22]1[CH:27]=[CH:26][CH:25]=[CH:24][N:23]=1.[OH-].[Na+]. The catalyst is C(Cl)Cl. The product is [Br:1][C:2]1[C:3]([Cl:13])=[CH:4][C:5]([F:12])=[C:6]([S:8]([N:21]([CH3:20])[C:22]2[CH:27]=[CH:26][CH:25]=[CH:24][N:23]=2)(=[O:10])=[O:9])[CH:7]=1. The yield is 0.310. (5) The yield is 0.590. The product is [OH:3][CH2:4][C@@H:5]1[CH2:14][N:9]2[CH2:10][CH2:11][N:12]([C:16]3[CH:21]=[CH:20][C:19]([Cl:22])=[CH:18][N:17]=3)[CH2:13][C@@H:8]2[CH2:7][CH2:6]1. The reactants are Cl.Cl.[OH:3][CH2:4][C@@H:5]1[CH2:14][N:9]2[CH2:10][CH2:11][NH:12][CH2:13][C@@H:8]2[CH2:7][CH2:6]1.Cl[C:16]1[CH:21]=[CH:20][C:19]([Cl:22])=[CH:18][N:17]=1.C(=O)([O-])[O-].[Na+].[Na+]. The catalyst is C(O)CC(C)C. (6) The catalyst is [Pd].O1CCCC1. The yield is 0.770. The reactants are [F:1][C:2]([F:28])([F:27])[C:3]1[CH:8]=[CH:7][C:6]([C:9]2[O:13][C:12]([C:14]3[CH:23]=[CH:22][C:17]([C:18]([O:20][CH3:21])=[O:19])=[CH:16][C:15]=3[N+:24]([O-])=O)=[N:11][N:10]=2)=[CH:5][CH:4]=1. The product is [NH2:24][C:15]1[CH:16]=[C:17]([CH:22]=[CH:23][C:14]=1[C:12]1[O:13][C:9]([C:6]2[CH:7]=[CH:8][C:3]([C:2]([F:28])([F:27])[F:1])=[CH:4][CH:5]=2)=[N:10][N:11]=1)[C:18]([O:20][CH3:21])=[O:19]. (7) The yield is 0.240. The reactants are [F:1][C:2]([F:20])([F:19])[C:3]1[CH:8]=[CH:7][CH:6]=[CH:5][C:4]=1[C:9]1[CH:10]=[C:11]2[C:16](=[CH:17][CH:18]=1)[CH2:15][NH:14][CH2:13][CH2:12]2.[C:21]1([CH:27]2[CH2:29][O:28]2)[CH:26]=[CH:25][CH:24]=[CH:23][CH:22]=1. No catalyst specified. The product is [C:21]1([CH:27]([OH:28])[CH2:29][N:14]2[CH2:13][CH2:12][C:11]3[C:16](=[CH:17][CH:18]=[C:9]([C:4]4[CH:5]=[CH:6][CH:7]=[CH:8][C:3]=4[C:2]([F:1])([F:19])[F:20])[CH:10]=3)[CH2:15]2)[CH:26]=[CH:25][CH:24]=[CH:23][CH:22]=1. (8) The reactants are C([O:3][CH2:4][CH3:5])C.[Br:6][C:7]1[CH:12]=[CH:11]C(Br)=[CH:9][N:8]=1.C([Li])CCC.CN(C)C=O. The catalyst is O. The product is [Br:6][C:7]1[N:8]=[CH:9][C:5]([CH:4]=[O:3])=[CH:11][CH:12]=1. The yield is 0.660. (9) The reactants are [NH2:1][C:2]1[N:7]=[C:6](Cl)[C:5]([C:9]#[N:10])=[C:4]([C:11]2[CH:16]=[CH:15][CH:14]=[C:13]([O:17]CC3C=CC=CC=3)[CH:12]=2)[N:3]=1.[SH:25][CH2:26][C:27]([NH2:29])=[O:28].C([O-])([O-])=O.[Na+].[Na+].CC[O-].[Na+]. The catalyst is C(O)C.O. The yield is 0.0100. The product is [NH2:1][C:2]1[N:3]=[C:4]([C:11]2[CH:16]=[CH:15][CH:14]=[C:13]([OH:17])[CH:12]=2)[C:5]2[C:9]([NH2:10])=[C:26]([C:27]([NH2:29])=[O:28])[S:25][C:6]=2[N:7]=1.